Dataset: Peptide-MHC class I binding affinity with 185,985 pairs from IEDB/IMGT. Task: Regression. Given a peptide amino acid sequence and an MHC pseudo amino acid sequence, predict their binding affinity value. This is MHC class I binding data. The peptide sequence is TIRHMWSVVY. The binding affinity (normalized) is 0.475. The MHC is HLA-A03:01 with pseudo-sequence HLA-A03:01.